This data is from Forward reaction prediction with 1.9M reactions from USPTO patents (1976-2016). The task is: Predict the product of the given reaction. (1) Given the reactants C([Si](C)(C)[O:6][C@H:7]1[CH2:12][CH2:11][CH2:10][C@H:9]([O:13][C:14]2[CH:19]=[C:18]([F:20])[CH:17]=[CH:16][C:15]=2[NH2:21])[CH2:8]1)(C)(C)C.[OH-].[Na+], predict the reaction product. The product is: [NH2:21][C:15]1[CH:16]=[CH:17][C:18]([F:20])=[CH:19][C:14]=1[O:13][C@H:9]1[CH2:10][CH2:11][CH2:12][C@H:7]([OH:6])[CH2:8]1. (2) Given the reactants [Cl:1][C:2]1[CH:3]=[CH:4][C:5]2[N:6]([CH:8]=[C:9]([CH3:11])[N:10]=2)[N:7]=1.N12CN3CN(CN(C3)C1)C2.[C:22](O)(C(F)(F)F)=[O:23], predict the reaction product. The product is: [Cl:1][C:2]1[CH:3]=[CH:4][C:5]2[N:6]([C:8]([CH:22]=[O:23])=[C:9]([CH3:11])[N:10]=2)[N:7]=1. (3) Given the reactants Br[C:2]1[N:10]([CH2:11][C:12]2[CH:17]=[CH:16][C:15]([Cl:18])=[CH:14][CH:13]=2)[C:9]2[C:8](=[O:19])[N:7]([CH2:20][CH2:21][CH2:22][O:23][Si:24]([C:27]([CH3:30])([CH3:29])[CH3:28])([CH3:26])[CH3:25])[C:6](=[O:31])[N:5]([CH3:32])[C:4]=2[N:3]=1.C([Li])CCC.[CH:38](=[O:40])[CH3:39], predict the reaction product. The product is: [Si:24]([O:23][CH2:22][CH2:21][CH2:20][N:7]1[C:8](=[O:19])[C:9]2[N:10]([CH2:11][C:12]3[CH:13]=[CH:14][C:15]([Cl:18])=[CH:16][CH:17]=3)[C:2]([CH:38]([OH:40])[CH3:39])=[N:3][C:4]=2[N:5]([CH3:32])[C:6]1=[O:31])([C:27]([CH3:28])([CH3:29])[CH3:30])([CH3:25])[CH3:26]. (4) Given the reactants [Cl:1][C:2]1[CH:7]=[CH:6][C:5]([OH:8])=[C:4](I)[CH:3]=1.C(=O)([O-])[O-].[K+].[K+].[C:16]([O:20][C:21]([N:23]1[CH:27]=[C:26](B2OC(C)(C)C(C)(C)O2)[CH:25]=[N:24]1)=[O:22])([CH3:19])([CH3:18])[CH3:17].ClCCl, predict the reaction product. The product is: [C:16]([O:20][C:21]([N:23]1[CH:27]=[C:26]([C:4]2[CH:3]=[C:2]([Cl:1])[CH:7]=[CH:6][C:5]=2[OH:8])[CH:25]=[N:24]1)=[O:22])([CH3:19])([CH3:17])[CH3:18]. (5) Given the reactants [F:1][C:2]([F:24])([F:23])[CH:3]([C:14]1[CH:19]=[C:18]([Cl:20])[C:17]([Cl:21])=[C:16]([Cl:22])[CH:15]=1)/[CH:4]=[CH:5]/[C:6]1[CH:11]=[CH:10][C:9]([NH:12][NH2:13])=[CH:8][CH:7]=1.CCN(C(C)C)C(C)C.C1C=CC2N(O)N=NC=2C=1.O.CCN=C=NCCCN(C)C.Cl.[CH:57]1([C:60](Cl)=[O:61])[CH2:59][CH2:58]1, predict the reaction product. The product is: [F:24][C:2]([F:1])([F:23])[CH:3]([C:14]1[CH:15]=[C:16]([Cl:22])[C:17]([Cl:21])=[C:18]([Cl:20])[CH:19]=1)/[CH:4]=[CH:5]/[C:6]1[CH:11]=[CH:10][C:9]([NH:12][NH:13][C:60]([CH:57]2[CH2:59][CH2:58]2)=[O:61])=[CH:8][CH:7]=1. (6) Given the reactants F[C:2]1[CH:9]=[CH:8][C:7]([CH3:10])=[CH:6][C:3]=1[C:4]#[N:5].Cl[C:12]1C=C(Cl)C=C(C)[C:13]=1[S:20](CC)(=O)=O, predict the reaction product. The product is: [CH2:13]([S:20][C:2]1[CH:9]=[CH:8][C:7]([CH3:10])=[CH:6][C:3]=1[C:4]#[N:5])[CH3:12]. (7) Given the reactants [NH:1]([C:8](=[O:24])[CH2:9][N:10]1[CH2:15][CH2:14][CH:13]([NH:16]C(=O)OC(C)(C)C)[CH2:12][CH2:11]1)[C:2]1[CH:7]=[CH:6][CH:5]=[CH:4][CH:3]=1.[C:25]([OH:31])([C:27]([F:30])([F:29])[F:28])=[O:26], predict the reaction product. The product is: [NH2:16][CH:13]1[CH2:14][CH2:15][N:10]([CH2:9][C:8]([NH:1][C:2]2[CH:7]=[CH:6][CH:5]=[CH:4][CH:3]=2)=[O:24])[CH2:11][CH2:12]1.[C:25]([OH:31])([C:27]([F:30])([F:29])[F:28])=[O:26]. (8) The product is: [Cl:31][C:26]1[CH:27]=[CH:28][CH:29]=[CH:30][C:25]=1[N:22]1[C:18]2=[N:19][CH:20]=[N:21][C:16]([O:3][C@@H:4]([CH2:9][CH2:10][S:11]([CH3:14])(=[O:13])=[O:12])[C:5]([O:7][CH3:8])=[O:6])=[C:17]2[CH:24]=[N:23]1. Given the reactants [H-].[Na+].[OH:3][C@@H:4]([CH2:9][CH2:10][S:11]([CH3:14])(=[O:13])=[O:12])[C:5]([O:7][CH3:8])=[O:6].Cl[C:16]1[N:21]=[CH:20][N:19]=[C:18]2[N:22]([C:25]3[CH:30]=[CH:29][CH:28]=[CH:27][C:26]=3[Cl:31])[N:23]=[CH:24][C:17]=12.C(O)(=O)CC(CC(O)=O)(C(O)=O)O, predict the reaction product. (9) Given the reactants Cl.[CH3:2][NH2:3].Cl[C:5]1[CH:10]=[C:9]([O:11][C:12]2[CH:13]=[C:14]3[C:19](=[CH:20][CH:21]=2)[C:18]([C:22]([OH:24])=[O:23])=[CH:17][CH:16]=[CH:15]3)[CH:8]=[CH:7][N:6]=1.CCOC(C)=O, predict the reaction product. The product is: [CH3:2][NH:3][C:5]1[CH:10]=[C:9]([O:11][C:12]2[CH:13]=[C:14]3[C:19](=[CH:20][CH:21]=2)[C:18]([C:22]([OH:24])=[O:23])=[CH:17][CH:16]=[CH:15]3)[CH:8]=[CH:7][N:6]=1. (10) Given the reactants [CH2:1]([NH:4][C:5](=[O:25])[NH:6][C:7]1[N:12]=[CH:11][C:10](B(O)O)=[C:9]([C:16]2[S:17][CH:18]=[C:19]([C:21]([F:24])([F:23])[F:22])[N:20]=2)[CH:8]=1)[CH2:2][CH3:3].Br[C:27]1[C:28]([O:42][CH:43]2[CH2:48][CH2:47][O:46][CH2:45][CH2:44]2)=[N:29][CH:30]=[C:31]([CH:41]=1)[C:32]([O:34][CH:35]1[CH2:40][CH2:39][O:38][CH2:37][CH2:36]1)=[O:33].C(=O)([O-])[O-].[K+].[K+].C(OCC)(=O)C, predict the reaction product. The product is: [CH2:1]([NH:4][C:5](=[O:25])[NH:6][C:7]1[N:12]=[CH:11][C:10]([C:27]2[C:28]([O:42][CH:43]3[CH2:48][CH2:47][O:46][CH2:45][CH2:44]3)=[N:29][CH:30]=[C:31]([C:32]([O:34][CH:35]3[CH2:40][CH2:39][O:38][CH2:37][CH2:36]3)=[O:33])[CH:41]=2)=[C:9]([C:16]2[S:17][CH:18]=[C:19]([C:21]([F:24])([F:23])[F:22])[N:20]=2)[CH:8]=1)[CH2:2][CH3:3].